From a dataset of Forward reaction prediction with 1.9M reactions from USPTO patents (1976-2016). Predict the product of the given reaction. Given the reactants [OH:1][C:2]1[NH:3][C:4](=[O:16])[C:5]2[C:14]([CH:15]=1)=[N:13][CH:12]=[C:11]1[C:6]=2[CH:7]=[CH:8][CH:9]=[CH:10]1.C(=O)([O-])[O-].[K+].[K+].[CH2:23](Br)[C:24]1[CH:29]=[CH:28][CH:27]=[CH:26][CH:25]=1, predict the reaction product. The product is: [CH2:23]([O:1][C:2]1[NH:3][C:4](=[O:16])[C:5]2[C:14]([CH:15]=1)=[N:13][CH:12]=[C:11]1[C:6]=2[CH:7]=[CH:8][CH:9]=[CH:10]1)[C:24]1[CH:29]=[CH:28][CH:27]=[CH:26][CH:25]=1.